This data is from Reaction yield outcomes from USPTO patents with 853,638 reactions. The task is: Predict the reaction yield, written as a fraction of the theoretical maximum amount of product (1.0 means a 100% yield; for example, 0.34 means a 34% yield). (1) The reactants are C(OC([N:8]1[CH2:13][CH:12]=[C:11]([C:14]2[N:15]=[N:16][C:17]([CH2:22][C:23]3[CH:28]=[CH:27][CH:26]=[CH:25][CH:24]=3)=[C:18]([CH3:21])[C:19]=2[CH3:20])[CH2:10][CH2:9]1)=O)(C)(C)C.C(O)(C(F)(F)F)=O. The catalyst is C(Cl)Cl. The product is [CH2:22]([C:17]1[N:16]=[N:15][C:14]([C:11]2[CH2:12][CH2:13][NH:8][CH2:9][CH:10]=2)=[C:19]([CH3:20])[C:18]=1[CH3:21])[C:23]1[CH:28]=[CH:27][CH:26]=[CH:25][CH:24]=1. The yield is 1.00. (2) The reactants are [NH:1]1[CH2:7][CH2:6][CH2:5][C@H:2]1[CH2:3][OH:4].[CH2:8]([CH:10]1O[CH2:11]1)[Cl:9]. No catalyst specified. The product is [Cl:9][CH2:8][C@@H:10]1[O:4][CH2:3][C@@H:2]2[CH2:5][CH2:6][CH2:7][N:1]2[CH2:11]1. The yield is 0.150. (3) The reactants are [CH3:1][O:2][CH:3]1[C:7]([C:8]2[CH:13]=[CH:12][CH:11]=[CH:10][CH:9]=2)=[CH:6][CH:5]([O:14][CH3:15])[O:4]1. The catalyst is CCOC(C)=O.[Rh]. The product is [CH3:1][O:2][CH:3]1[CH:7]([C:8]2[CH:13]=[CH:12][CH:11]=[CH:10][CH:9]=2)[CH2:6][CH:5]([O:14][CH3:15])[O:4]1. The yield is 0.980. (4) The catalyst is CC(O)C. The yield is 0.410. The product is [CH3:1][C:2]1[C:3]([CH2:9][N:10]([C@H:16]([C:18]2[CH:23]=[CH:22][CH:21]=[CH:20][N:19]=2)[CH3:17])[CH2:11][CH2:12][CH2:13][CH2:14][NH:15][C:29]([NH2:28])=[O:30])=[N:4][CH:5]=[C:6]([CH3:8])[CH:7]=1. The reactants are [CH3:1][C:2]1[C:3]([CH2:9][N:10]([C@H:16]([C:18]2[CH:23]=[CH:22][CH:21]=[CH:20][N:19]=2)[CH3:17])[CH2:11][CH2:12][CH2:13][CH2:14][NH2:15])=[N:4][CH:5]=[C:6]([CH3:8])[CH:7]=1.C[Si]([N:28]=[C:29]=[O:30])(C)C. (5) The reactants are [Cl:1][C:2]1[CH:7]=[CH:6][CH:5]=[C:4]([CH2:8][CH:9]=[CH2:10])[C:3]=1[OH:11].B.[O:13]1CCCC1.[OH-].[Na+].OO. The catalyst is C1COCC1.O. The product is [Cl:1][C:2]1[CH:7]=[CH:6][CH:5]=[C:4]([CH2:8][CH2:9][CH2:10][OH:13])[C:3]=1[OH:11]. The yield is 0.430.